From a dataset of Aqueous solubility values for 9,982 compounds from the AqSolDB database. Regression/Classification. Given a drug SMILES string, predict its absorption, distribution, metabolism, or excretion properties. Task type varies by dataset: regression for continuous measurements (e.g., permeability, clearance, half-life) or binary classification for categorical outcomes (e.g., BBB penetration, CYP inhibition). For this dataset (solubility_aqsoldb), we predict Y. (1) The drug is NC(=O)N(CCO)/N=C/c1ccc([N+](=O)[O-])o1. The Y is -2.69 log mol/L. (2) The compound is CCOC(=O)[C@@H](C)Oc1ccc(Oc2cnc3cc(Cl)ccc3n2)cc1. The Y is -5.97 log mol/L. (3) The drug is CC(=O)Oc1ccc(NC(=O)c2ccccc2)cc1. The Y is -4.14 log mol/L.